From a dataset of TCR-epitope binding with 47,182 pairs between 192 epitopes and 23,139 TCRs. Binary Classification. Given a T-cell receptor sequence (or CDR3 region) and an epitope sequence, predict whether binding occurs between them. The epitope is TLVPQEHYV. The TCR CDR3 sequence is CATKTGTAEKLFF. Result: 0 (the TCR does not bind to the epitope).